This data is from Reaction yield outcomes from USPTO patents with 853,638 reactions. The task is: Predict the reaction yield, written as a fraction of the theoretical maximum amount of product (1.0 means a 100% yield; for example, 0.34 means a 34% yield). (1) The reactants are [OH:1][C:2]1[CH:7]=[C:6]([O:8][CH3:9])[CH:5]=[CH:4][C:3]=1[C:10](=[O:12])[CH3:11].[CH:13](=O)[C:14]1[CH:19]=[CH:18][CH:17]=[N:16][CH:15]=1.Cl. The catalyst is [OH-].[Na+]. The product is [OH:1][C:2]1[CH:7]=[C:6]([O:8][CH3:9])[CH:5]=[CH:4][C:3]=1[C:10](=[O:12])/[CH:11]=[CH:13]/[C:14]1[CH:15]=[N:16][CH:17]=[CH:18][CH:19]=1. The yield is 0.301. (2) The reactants are [Cl:1][C:2]1[CH:3]=[C:4]([CH:14]=[C:15]([Cl:17])[CH:16]=1)[O:5][C:6]1[O:10][C:9]([C:11](Cl)=[O:12])=[CH:8][CH:7]=1.[Br:18][C:19]1[C:28]([O:29][CH:30]([C:38]([O:40][CH3:41])=[O:39])[CH2:31][C:32]2[CH:37]=[CH:36][CH:35]=[CH:34][CH:33]=2)=[CH:27][CH:26]=[C:25]2[C:20]=1[CH:21]=[CH:22][C:23]([CH2:42][NH3+:43])=[CH:24]2.[Cl-].C(N(CC)CC)C. The catalyst is C(Cl)Cl. The product is [CH3:41][O:40][C:38](=[O:39])[CH:30]([O:29][C:28]1[CH:27]=[CH:26][C:25]2[C:20](=[CH:21][CH:22]=[C:23]([CH2:42][NH:43][C:11]([C:9]3[O:10][C:6]([O:5][C:4]4[CH:3]=[C:2]([Cl:1])[CH:16]=[C:15]([Cl:17])[CH:14]=4)=[CH:7][CH:8]=3)=[O:12])[CH:24]=2)[C:19]=1[Br:18])[CH2:31][C:32]1[CH:33]=[CH:34][CH:35]=[CH:36][CH:37]=1. The yield is 0.920. (3) The reactants are [C:1]([N:4]1[CH2:9][CH2:8][N:7]([C:10]2[CH:11]=[CH:12][C:13]([CH2:16][CH2:17][C:18]3[S:22][C:21]([C:23]([NH:25][NH:26]C(OC(C)(C)C)=O)=[O:24])=[CH:20][CH:19]=3)=[N:14][CH:15]=2)[CH2:6][CH2:5]1)(=[O:3])[CH3:2].FC(F)(F)C(O)=O. The catalyst is ClCCl. The product is [C:1]([N:4]1[CH2:9][CH2:8][N:7]([C:10]2[CH:11]=[CH:12][C:13]([CH2:16][CH2:17][C:18]3[S:22][C:21]([C:23]([NH:25][NH2:26])=[O:24])=[CH:20][CH:19]=3)=[N:14][CH:15]=2)[CH2:6][CH2:5]1)(=[O:3])[CH3:2]. The yield is 0.757. (4) The reactants are [C:1]([O:5][C:6](=[O:17])[CH2:7][C@@H:8]([CH2:15][OH:16])[CH2:9][C@H:10]([CH3:14])[CH2:11][CH2:12][CH3:13])([CH3:4])([CH3:3])[CH3:2].C(N(CC)CC)C.[S:25](Cl)([C:28]1[CH:34]=[CH:33][C:31]([CH3:32])=[CH:30][CH:29]=1)(=[O:27])=[O:26].Cl. The catalyst is C(Cl)Cl.CN(C1C=CN=CC=1)C. The product is [C:1]([O:5][C:6](=[O:17])[CH2:7][C@@H:8]([CH2:15][O:16][S:25]([C:28]1[CH:34]=[CH:33][C:31]([CH3:32])=[CH:30][CH:29]=1)(=[O:27])=[O:26])[CH2:9][C@H:10]([CH3:14])[CH2:11][CH2:12][CH3:13])([CH3:3])([CH3:2])[CH3:4]. The yield is 0.910. (5) The catalyst is CO.[Pd]. The yield is 0.400. The reactants are C([O:8][C:9]1[CH:10]=[C:11]([C:20]2[CH:25]=[CH:24][CH:23]=[C:22]([CH2:26][N:27]([CH3:37])[C:28](=[O:36])[CH2:29][CH2:30][CH2:31][CH2:32][CH2:33][CH2:34][CH3:35])[CH:21]=2)[CH:12]=[CH:13][C:14]=1[CH:15]=[CH:16][C:17]([OH:19])=[O:18])C1C=CC=CC=1.C(O)(=O)C. The product is [OH:8][C:9]1[CH:10]=[C:11]([C:20]2[CH:25]=[CH:24][CH:23]=[C:22]([CH2:26][N:27]([CH3:37])[C:28](=[O:36])[CH2:29][CH2:30][CH2:31][CH2:32][CH2:33][CH2:34][CH3:35])[CH:21]=2)[CH:12]=[CH:13][C:14]=1[CH2:15][CH2:16][C:17]([OH:19])=[O:18]. (6) The reactants are [N+:1]([C:4]1[CH:9]=[C:8]([O:10][C:11]([F:14])([F:13])[F:12])[CH:7]=[CH:6][C:5]=1[S:15]([NH:18][C:19]1[CH:20]=[CH:21][CH:22]=[C:23]2[C:28]=1[N:27]=[CH:26][CH:25]=[CH:24]2)(=[O:17])=[O:16])([O-])=O.Cl[Sn]Cl. The catalyst is Cl.CCO. The product is [NH2:1][C:4]1[CH:9]=[C:8]([O:10][C:11]([F:13])([F:12])[F:14])[CH:7]=[CH:6][C:5]=1[S:15]([NH:18][C:19]1[CH:20]=[CH:21][CH:22]=[C:23]2[C:28]=1[N:27]=[CH:26][CH:25]=[CH:24]2)(=[O:16])=[O:17]. The yield is 0.750. (7) The reactants are [CH:1]1([C:7]2[C:8]3[CH:9]=[CH:10][C:11]([C:29]([NH:31][S:32]([CH2:35][C:36]([O:38]C)=[O:37])(=[O:34])=[O:33])=[O:30])=[CH:12][C:13]=3[N:14]3[CH2:21][CH2:20][N:19]([CH3:22])[CH2:18][C:17]4[CH:23]=[C:24]([O:27][CH3:28])[CH:25]=[CH:26][C:16]=4[C:15]=23)[CH2:6][CH2:5][CH2:4][CH2:3][CH2:2]1.O.[OH-].[Na+].Cl. The catalyst is O1CCOCC1. The product is [CH:1]1([C:7]2[C:8]3[CH:9]=[CH:10][C:11]([C:29]([NH:31][S:32]([CH2:35][C:36]([OH:38])=[O:37])(=[O:34])=[O:33])=[O:30])=[CH:12][C:13]=3[N:14]3[CH2:21][CH2:20][N:19]([CH3:22])[CH2:18][C:17]4[CH:23]=[C:24]([O:27][CH3:28])[CH:25]=[CH:26][C:16]=4[C:15]=23)[CH2:6][CH2:5][CH2:4][CH2:3][CH2:2]1. The yield is 0.720. (8) The reactants are [CH:1]1([N:4]2[C:8]([N:9]3[CH2:15][CH2:14][CH2:13][C@@H:12]([NH:16][C:17](=[O:22])[C:18]([F:21])([F:20])[F:19])[CH2:11][CH2:10]3)=[C:7]([N+:23]([O-])=O)[CH:6]=[N:5]2)[CH2:3][CH2:2]1.[C:26]([O:30][C:31]([NH:33][C:34]1[S:38][C:37]([C:39]2[CH:44]=[CH:43][CH:42]=[CH:41][C:40]=2[F:45])=[N:36][C:35]=1[C:46](O)=[O:47])=[O:32])([CH3:29])([CH3:28])[CH3:27]. No catalyst specified. The product is [F:45][C:40]1[CH:41]=[CH:42][CH:43]=[CH:44][C:39]=1[C:37]1[S:38][C:34]([NH:33][C:31](=[O:32])[O:30][C:26]([CH3:28])([CH3:27])[CH3:29])=[C:35]([C:46](=[O:47])[NH:23][C:7]2[CH:6]=[N:5][N:4]([CH:1]3[CH2:3][CH2:2]3)[C:8]=2[N:9]2[CH2:15][CH2:14][CH2:13][C@@H:12]([NH:16][C:17](=[O:22])[C:18]([F:21])([F:20])[F:19])[CH2:11][CH2:10]2)[N:36]=1. The yield is 0.760. (9) The reactants are [OH:1][C:2]1[CH:10]=[CH:9][C:8]([C:11]2[N:12]([C:27]([O:29][C:30]([CH3:33])([CH3:32])[CH3:31])=[O:28])[C:13]3[C:18]([CH:19]=2)=[CH:17][C:16]([CH2:20][N:21]2[CH2:26][CH2:25][CH2:24][CH2:23][CH2:22]2)=[CH:15][CH:14]=3)=[C:7]2[C:3]=1[CH2:4][NH:5][C:6]2=[O:34].C(N(CC)CC)C.[C:42]([C:44]1[CH:49]=[CH:48][CH:47]=[CH:46][C:45]=1[S:50](Cl)(=[O:52])=[O:51])#[N:43]. The catalyst is C(#N)C. The product is [C:42]([C:44]1[CH:49]=[CH:48][CH:47]=[CH:46][C:45]=1[S:50]([O:1][C:2]1[CH:10]=[CH:9][C:8]([C:11]2[N:12]([C:27]([O:29][C:30]([CH3:31])([CH3:33])[CH3:32])=[O:28])[C:13]3[C:18]([CH:19]=2)=[CH:17][C:16]([CH2:20][N:21]2[CH2:26][CH2:25][CH2:24][CH2:23][CH2:22]2)=[CH:15][CH:14]=3)=[C:7]2[C:3]=1[CH2:4][NH:5][C:6]2=[O:34])(=[O:52])=[O:51])#[N:43]. The yield is 0.880.